From a dataset of NCI-60 drug combinations with 297,098 pairs across 59 cell lines. Regression. Given two drug SMILES strings and cell line genomic features, predict the synergy score measuring deviation from expected non-interaction effect. (1) Drug 1: C1=CN(C(=O)N=C1N)C2C(C(C(O2)CO)O)O.Cl. Drug 2: C1=NNC2=C1C(=O)NC=N2. Cell line: RXF 393. Synergy scores: CSS=-1.57, Synergy_ZIP=1.40, Synergy_Bliss=2.33, Synergy_Loewe=-1.96, Synergy_HSA=-1.50. (2) Drug 1: C1=CC(=CC=C1CCCC(=O)O)N(CCCl)CCCl. Drug 2: COCCOC1=C(C=C2C(=C1)C(=NC=N2)NC3=CC=CC(=C3)C#C)OCCOC.Cl. Cell line: BT-549. Synergy scores: CSS=19.3, Synergy_ZIP=2.31, Synergy_Bliss=3.37, Synergy_Loewe=1.59, Synergy_HSA=2.68. (3) Drug 1: CC(C1=C(C=CC(=C1Cl)F)Cl)OC2=C(N=CC(=C2)C3=CN(N=C3)C4CCNCC4)N. Drug 2: CC1CCC2CC(C(=CC=CC=CC(CC(C(=O)C(C(C(=CC(C(=O)CC(OC(=O)C3CCCCN3C(=O)C(=O)C1(O2)O)C(C)CC4CCC(C(C4)OC)OCCO)C)C)O)OC)C)C)C)OC. Cell line: UO-31. Synergy scores: CSS=14.5, Synergy_ZIP=-5.44, Synergy_Bliss=-1.88, Synergy_Loewe=-0.378, Synergy_HSA=0.154. (4) Drug 1: COC1=C(C=C2C(=C1)N=CN=C2NC3=CC(=C(C=C3)F)Cl)OCCCN4CCOCC4. Drug 2: CC(CN1CC(=O)NC(=O)C1)N2CC(=O)NC(=O)C2. Cell line: OVCAR-8. Synergy scores: CSS=44.3, Synergy_ZIP=1.21, Synergy_Bliss=3.36, Synergy_Loewe=4.99, Synergy_HSA=7.78. (5) Drug 1: CC1=C2C(C(=O)C3(C(CC4C(C3C(C(C2(C)C)(CC1OC(=O)C(C(C5=CC=CC=C5)NC(=O)C6=CC=CC=C6)O)O)OC(=O)C7=CC=CC=C7)(CO4)OC(=O)C)O)C)OC(=O)C. Drug 2: C1=CN(C=N1)CC(O)(P(=O)(O)O)P(=O)(O)O. Cell line: SF-268. Synergy scores: CSS=19.7, Synergy_ZIP=-7.47, Synergy_Bliss=0.361, Synergy_Loewe=-12.4, Synergy_HSA=-1.49.